Dataset: Forward reaction prediction with 1.9M reactions from USPTO patents (1976-2016). Task: Predict the product of the given reaction. The product is: [Cl:1][C:2]1[CH:25]=[C:24]([Cl:26])[CH:23]=[CH:22][C:3]=1[CH:4]([O:12][CH:13]1[CH2:14][CH2:15][N:16]([C:19]([N:28]([CH3:27])[CH2:29][C:30]2[CH:35]=[CH:34][CH:33]=[CH:32][CH:31]=2)=[O:20])[CH2:17][CH2:18]1)[C:5]1[CH:6]=[CH:7][C:8]([Cl:11])=[CH:9][CH:10]=1. Given the reactants [Cl:1][C:2]1[CH:25]=[C:24]([Cl:26])[CH:23]=[CH:22][C:3]=1[CH:4]([O:12][CH:13]1[CH2:18][CH2:17][N:16]([C:19](Cl)=[O:20])[CH2:15][CH2:14]1)[C:5]1[CH:10]=[CH:9][C:8]([Cl:11])=[CH:7][CH:6]=1.[CH3:27][NH:28][CH2:29][C:30]1[CH:35]=[CH:34][CH:33]=[CH:32][CH:31]=1, predict the reaction product.